The task is: Predict the product of the given reaction.. This data is from Forward reaction prediction with 1.9M reactions from USPTO patents (1976-2016). (1) Given the reactants [CH:1]([N:4]1[C:8]([C:9]2[CH:14]=[CH:13][N:12]=[C:11]([NH2:15])[N:10]=2)=[CH:7][N:6]=[C:5]1[CH3:16])([CH3:3])[CH3:2].I[C:18]1[CH:28]=[CH:27][C:21]([C:22]([O:24][CH2:25][CH3:26])=[O:23])=[CH:20][CH:19]=1.CC1(C)C2C(=C(P(C3C=CC=CC=3)C3C=CC=CC=3)C=CC=2)OC2C(P(C3C=CC=CC=3)C3C=CC=CC=3)=CC=CC1=2.C(=O)([O-])[O-].[Cs+].[Cs+], predict the reaction product. The product is: [CH:1]([N:4]1[C:8]([C:9]2[CH:14]=[CH:13][N:12]=[C:11]([NH:15][C:18]3[CH:28]=[CH:27][C:21]([C:22]([O:24][CH2:25][CH3:26])=[O:23])=[CH:20][CH:19]=3)[N:10]=2)=[CH:7][N:6]=[C:5]1[CH3:16])([CH3:3])[CH3:2]. (2) Given the reactants [CH2:1]([O:8][C:9]1[C:14](=[O:15])[N:13]2[CH:16]=[CH:17][N:18]([CH2:19][C:20](=[O:27])[N:21]3[CH2:26][CH2:25][NH:24][CH2:23][CH2:22]3)[C:12]2=[N:11][C:10]=1[C:28]1[S:29][C:30]([CH2:33][C:34]2[CH:39]=[CH:38][C:37]([F:40])=[CH:36][CH:35]=2)=[CH:31][N:32]=1)[C:2]1[CH:7]=[CH:6][CH:5]=[CH:4][CH:3]=1.CCN(C(C)C)C(C)C.[C:50](Cl)(=[O:55])[C:51]([CH3:54])([CH3:53])[CH3:52].C(=O)(O)[O-].[Na+], predict the reaction product. The product is: [CH2:1]([O:8][C:9]1[C:14](=[O:15])[N:13]2[CH:16]=[CH:17][N:18]([CH2:19][C:20](=[O:27])[N:21]3[CH2:26][CH2:25][N:24]([C:50](=[O:55])[C:51]([CH3:54])([CH3:53])[CH3:52])[CH2:23][CH2:22]3)[C:12]2=[N:11][C:10]=1[C:28]1[S:29][C:30]([CH2:33][C:34]2[CH:35]=[CH:36][C:37]([F:40])=[CH:38][CH:39]=2)=[CH:31][N:32]=1)[C:2]1[CH:7]=[CH:6][CH:5]=[CH:4][CH:3]=1. (3) Given the reactants Cl[C:2]1[C:3](=[O:25])[N:4]([CH2:17][CH2:18][C:19]2[CH:24]=[CH:23][CH:22]=[CH:21][CH:20]=2)[C:5]([C:9]2[CH:14]=[CH:13][CH:12]=[CH:11][C:10]=2[O:15][CH3:16])=[N:6][C:7]=1[CH3:8].[F-].[Cs+].C([Sn](CCCC)(CCCC)[C:33]1[O:34][CH:35]=[CH:36][CH:37]=1)CCC, predict the reaction product. The product is: [O:34]1[CH:35]=[CH:36][CH:37]=[C:33]1[C:2]1[C:3](=[O:25])[N:4]([CH2:17][CH2:18][C:19]2[CH:24]=[CH:23][CH:22]=[CH:21][CH:20]=2)[C:5]([C:9]2[CH:14]=[CH:13][CH:12]=[CH:11][C:10]=2[O:15][CH3:16])=[N:6][C:7]=1[CH3:8]. (4) Given the reactants [O:1]1CCCO[CH:2]1[C:7]1[CH:8]=[C:9]([C:13]([CH3:32])([CH3:31])[CH2:14][C:15]([CH2:21][C:22]2[NH:30][C:25]3=[CH:26][N:27]=[CH:28][CH:29]=[C:24]3[CH:23]=2)([OH:20])[C:16]([F:19])([F:18])[F:17])[CH:10]=[CH:11][CH:12]=1.C(O)C.C1(C)C=CC(S(O)(=O)=O)=CC=1.[NH+]1C=CC=CC=1, predict the reaction product. The product is: [F:19][C:16]([F:17])([F:18])[C:15]([OH:20])([CH2:21][C:22]1[NH:30][C:25]2=[CH:26][N:27]=[CH:28][CH:29]=[C:24]2[CH:23]=1)[CH2:14][C:13]([C:9]1[CH:8]=[C:7]([CH:12]=[CH:11][CH:10]=1)[CH:2]=[O:1])([CH3:31])[CH3:32]. (5) Given the reactants [CH3:1][C:2]1O[C:4](=[O:15])[C:5]2[C:11]([N+:12]([O-:14])=[O:13])=[CH:10][CH:9]=[CH:8][C:6]=2[N:7]=1.[F:16][C:17]([F:26])([F:25])[C:18]1[CH:19]=[C:20]([CH:22]=[CH:23][CH:24]=1)[NH2:21], predict the reaction product. The product is: [CH3:1][C:2]1[N:21]([C:20]2[CH:22]=[CH:23][CH:24]=[C:18]([C:17]([F:16])([F:25])[F:26])[CH:19]=2)[C:4](=[O:15])[C:5]2[C:6](=[CH:8][CH:9]=[CH:10][C:11]=2[N+:12]([O-:14])=[O:13])[N:7]=1. (6) Given the reactants [NH2:1][C:2]1[C:3]([C:18](O)=O)=[N:4][C:5]([C:8]2[CH:13]=[CH:12][C:11]([S:14]([CH3:17])(=[O:16])=[O:15])=[CH:10][CH:9]=2)=[CH:6][N:7]=1.C(OP(C#N)(OCC)=O)C.C(N(CC)CC)C.[NH2:38][C:39]1[C:44]([NH2:45])=[CH:43][CH:42]=[CH:41][C:40]=1[OH:46], predict the reaction product. The product is: [NH2:1][C:2]1[C:3]([C:18]2[NH:38][C:39]3[C:40]([OH:46])=[CH:41][CH:42]=[CH:43][C:44]=3[N:45]=2)=[N:4][C:5]([C:8]2[CH:9]=[CH:10][C:11]([S:14]([CH3:17])(=[O:15])=[O:16])=[CH:12][CH:13]=2)=[CH:6][N:7]=1. (7) Given the reactants Cl.Cl.Cl.[S:4]1[C:8]2[CH:9]=[C:10]([NH:13][C:14]3[C:15]4[CH:22]=[C:21]([C:23]5[CH2:24][CH2:25][NH:26][CH2:27][CH:28]=5)[NH:20][C:16]=4[N:17]=[CH:18][N:19]=3)[CH:11]=[CH:12][C:7]=2[N:6]=[CH:5]1.Cl.[CH3:30][N:31]([CH3:38])[CH2:32][CH2:33][CH2:34][C:35](O)=[O:36].CN(C(ON1N=NC2C=CC=CC1=2)=[N+](C)C)C.[B-](F)(F)(F)F.C(N(CC)C(C)C)(C)C, predict the reaction product. The product is: [CH3:30][N:31]([CH3:38])[CH2:32][CH2:33][CH2:34][C:35]([N:26]1[CH2:25][CH:24]=[C:23]([C:21]2[NH:20][C:16]3[N:17]=[CH:18][N:19]=[C:14]([NH:13][C:10]4[CH:11]=[CH:12][C:7]5[N:6]=[CH:5][S:4][C:8]=5[CH:9]=4)[C:15]=3[CH:22]=2)[CH2:28][CH2:27]1)=[O:36]. (8) Given the reactants [Li+].C[Si]([N-][Si](C)(C)C)(C)C.C1(C)C=CC=CC=1.Cl[C:19]1[C:24]([Cl:25])=[N:23][CH:22]=[CH:21][N:20]=1.[C:26]([O:29][CH2:30][CH3:31])(=[O:28])[CH3:27], predict the reaction product. The product is: [Cl:25][C:24]1[C:19]([CH2:27][C:26]([O:29][CH2:30][CH3:31])=[O:28])=[N:20][CH:21]=[CH:22][N:23]=1. (9) Given the reactants [C:1]([O:5][C:6]([N:8]1[CH2:13][CH:12]2[CH2:14][CH:9]1[CH2:10][NH:11]2)=[O:7])([CH3:4])([CH3:3])[CH3:2].C(=O)([O-])[O-].[K+].[K+].F[C:22]1[CH:27]=[CH:26][C:25]([N+:28]([O-:30])=[O:29])=[CH:24][CH:23]=1.O, predict the reaction product. The product is: [C:1]([O:5][C:6]([N:8]1[CH2:13][CH:12]2[CH2:14][CH:9]1[CH2:10][N:11]2[C:22]1[CH:27]=[CH:26][C:25]([N+:28]([O-:30])=[O:29])=[CH:24][CH:23]=1)=[O:7])([CH3:4])([CH3:2])[CH3:3].